Dataset: Orexin1 receptor HTS with 218,158 compounds and 233 confirmed actives. Task: Binary Classification. Given a drug SMILES string, predict its activity (active/inactive) in a high-throughput screening assay against a specified biological target. (1) The compound is O=C(NC1CCCCC1)NCC(N(C)C)c1cccnc1. The result is 0 (inactive). (2) The drug is O(C(=O)c1cc2c3c([nH]c2cc1)cccc3)CC. The result is 1 (active). (3) The drug is O1C2C1C(=O)c1c(C2=O)cccc1. The result is 0 (inactive).